Dataset: Forward reaction prediction with 1.9M reactions from USPTO patents (1976-2016). Task: Predict the product of the given reaction. (1) Given the reactants O1CC[C@H]([O:6][C:7](=[O:34])[NH:8][CH2:9][C@H:10]2[CH2:15][CH2:14][CH2:13][N:12]([C:16]3[C:25]4[C:20](=[CH:21][C:22]([CH3:26])=[CH:23][CH:24]=4)[N:19]=[C:18]([C:27]4[CH:32]=[CH:31][CH:30]=[CH:29][C:28]=4[OH:33])[N:17]=3)[CH2:11]2)C1.[ClH:35].[CH3:36][CH2:37][O:38][CH2:39][CH3:40], predict the reaction product. The product is: [ClH:35].[O:38]1[CH2:39][CH2:40][C@H:36]([N:8]([CH2:9][C@@H:10]2[CH2:15][CH2:14][CH2:13][N:12]([C:16]3[C:25]4[C:20](=[CH:21][C:22]([CH3:26])=[CH:23][CH:24]=4)[N:19]=[C:18]([C:27]4[CH:32]=[CH:31][CH:30]=[CH:29][C:28]=4[OH:33])[N:17]=3)[CH2:11]2)[C:7](=[O:34])[OH:6])[CH2:37]1. (2) Given the reactants C[C:2]1([CH3:23])S[C@@H:5]2[C@H:7]([NH:10]C(CC3C=CC=CC=3)=O)[C:8](=[O:9])[N:4]2[C@H:3]1[C:20]([O-:22])=[O:21].[K+].C[C@@H]1O[C@@H](O[C@H]2[C@H](O)[C@@H](O)[C@H](NC(N)=N)[C@@H](O)[C@@H]2NC(N)=N)[C@H](O[C@@H]2O[C@@H](CO)[C@H](O)[C@@H](O)[C@@H]2NC)[C@@]1(O)C=O.CC1(C)S[C@@H]2[C@H](NC(CC3C=CC=CC=3)=O)[C:72](=[O:73])[N:68]2[C@H]1C([O-])=O.[K+].C[C@@H]1O[C@@H](O[C@H]2[C@H](O)[C@@H](O)[C@H](NC(N)=N)[C@@H](O)[C@@H]2NC(N)=N)[C@H](O[C@@H]2O[C@@H](CO)[C@H](O)[C@@H](O)[C@@H]2NC)[C@@]1(O)C=O, predict the reaction product. The product is: [CH3:5][C@H:7]([NH2:10])[C:8]([NH:4][C@H:3]([C:20]([OH:22])=[O:21])[CH2:2][CH2:23][C:72]([NH2:68])=[O:73])=[O:9]. (3) Given the reactants [CH3:1][O:2][C:3]1[CH:4]=[C:5]2[C:10](=[CH:11][C:12]=1[O:13][CH3:14])[N:9]=[CH:8][CH:7]=[C:6]2[O:15][C:16]1[CH:22]=[CH:21][C:19]([NH2:20])=[C:18]([CH3:23])[C:17]=1[CH3:24].C(N(CC)CC)C.[C:32](Cl)(Cl)=[S:33].[CH:36]([N:39]([CH:43]([CH3:45])[CH3:44])[CH2:40][CH2:41][NH2:42])([CH3:38])[CH3:37], predict the reaction product. The product is: [CH3:1][O:2][C:3]1[CH:4]=[C:5]2[C:10](=[CH:11][C:12]=1[O:13][CH3:14])[N:9]=[CH:8][CH:7]=[C:6]2[O:15][C:16]1[CH:22]=[CH:21][C:19]([NH:20][C:32]([NH:42][CH2:41][CH2:40][N:39]([CH:43]([CH3:45])[CH3:44])[CH:36]([CH3:38])[CH3:37])=[S:33])=[C:18]([CH3:23])[C:17]=1[CH3:24]. (4) The product is: [N+:22]([C:25]1[CH:32]=[CH:31][C:28]([CH2:29][S:18]([C:12]2[CH:17]=[CH:16][CH:15]=[CH:14][CH:13]=2)(=[O:20])=[O:19])=[CH:27][CH:26]=1)([O-:24])=[O:23]. Given the reactants C1COCC1.C([O-])([O-])=O.[K+].[K+].[C:12]1([S:18]([O-:20])=[O:19])[CH:17]=[CH:16][CH:15]=[CH:14][CH:13]=1.[Na+].[N+:22]([C:25]1[CH:32]=[CH:31][C:28]([CH2:29]Br)=[CH:27][CH:26]=1)([O-:24])=[O:23], predict the reaction product. (5) The product is: [Cl:1][C:2]1[CH:7]=[CH:6][CH:5]=[CH:4][C:3]=1[CH:8]([CH3:11])[CH2:9][NH2:10]. Given the reactants [Cl:1][C:2]1[CH:7]=[CH:6][CH:5]=[CH:4][C:3]=1[CH:8]([CH3:11])[C:9]#[N:10].B.C1COCC1, predict the reaction product. (6) Given the reactants Cl.[F:2][C:3]1[CH:4]=[N:5][CH:6]=[C:7]([NH:34][C:35](=[O:60])[C@H:36]([CH:45]([C:53]2[CH:58]=[CH:57][C:56]([F:59])=[CH:55][CH:54]=2)[C:46]2[CH:51]=[CH:50][C:49]([F:52])=[CH:48][CH:47]=2)[NH:37][C:38]([O:40][CH2:41][CH:42]([CH3:44])[CH3:43])=[O:39])[C:8]=1[CH2:9][CH2:10][C@H:11]1[O:16][CH2:15][C@@H:14]([CH2:17][O:18][C:19](=[O:26])[NH:20][CH2:21][C:22]([F:25])([F:24])[F:23])[N:13](C(OC(C)(C)C)=O)[CH2:12]1, predict the reaction product. The product is: [F:59][C:56]1[CH:57]=[CH:58][C:53]([CH:45]([C:46]2[CH:51]=[CH:50][C:49]([F:52])=[CH:48][CH:47]=2)[C@@H:36]([C:35]([NH:34][C:7]2[CH:6]=[N:5][CH:4]=[C:3]([F:2])[C:8]=2[CH2:9][CH2:10][C@H:11]2[O:16][CH2:15][C@@H:14]([CH2:17][O:18][C:19](=[O:26])[NH:20][CH2:21][C:22]([F:24])([F:23])[F:25])[NH:13][CH2:12]2)=[O:60])[NH:37][C:38]([O:40][CH2:41][CH:42]([CH3:43])[CH3:44])=[O:39])=[CH:54][CH:55]=1. (7) Given the reactants [OH:1][C:2]1[CH:7]=[CH:6][C:5]([C:8]2[N:13]=[C:12]([NH:14][C:15]3[CH:23]=[CH:22][C:18]([C:19](O)=[O:20])=[CH:17][C:16]=3[O:24][CH3:25])[CH:11]=[N:10][CH:9]=2)=[CH:4][CH:3]=1.[CH2:26]([N:28]([CH2:31][CH3:32])[CH2:29]C)C.[CH3:33][N:34](C(ON1N=NC2C=CC=CC1=2)=[N+](C)C)C.[B-](F)(F)(F)F, predict the reaction product. The product is: [CH3:26][N:28]([CH3:29])[CH2:31][CH2:32][CH2:33][NH:34][C:19](=[O:20])[C:18]1[CH:22]=[CH:23][C:15]([NH:14][C:12]2[CH:11]=[N:10][CH:9]=[C:8]([C:5]3[CH:4]=[CH:3][C:2]([OH:1])=[CH:7][CH:6]=3)[N:13]=2)=[C:16]([O:24][CH3:25])[CH:17]=1.